This data is from Full USPTO retrosynthesis dataset with 1.9M reactions from patents (1976-2016). The task is: Predict the reactants needed to synthesize the given product. Given the product [CH2:1]([O:8][C:17]1[C:18]([C:24]#[N:25])=[N:19][C:20]([F:23])=[CH:21][N:22]=1)[C:2]1[CH:7]=[CH:6][CH:5]=[CH:4][CH:3]=1, predict the reactants needed to synthesize it. The reactants are: [CH2:1]([OH:8])[C:2]1[CH:7]=[CH:6][CH:5]=[CH:4][CH:3]=1.C(N(CC)CC)C.F[C:17]1[C:18]([C:24]#[N:25])=[N:19][C:20]([F:23])=[CH:21][N:22]=1.